This data is from Reaction yield outcomes from USPTO patents with 853,638 reactions. The task is: Predict the reaction yield, written as a fraction of the theoretical maximum amount of product (1.0 means a 100% yield; for example, 0.34 means a 34% yield). (1) The reactants are [F:1][C:2]1[CH:7]=[CH:6][CH:5]=[CH:4][C:3]=1[C:8](=[O:24])[CH2:9][CH:10]1[CH2:15][CH2:14][N:13]([CH2:16][C:17]2[C:18](=[O:23])[NH:19][CH:20]=[CH:21][N:22]=2)[CH2:12][CH2:11]1.[BH4-].[Na+].CC(C)=O. The catalyst is CO. The product is [F:1][C:2]1[CH:7]=[CH:6][CH:5]=[CH:4][C:3]=1[CH:8]([OH:24])[CH2:9][CH:10]1[CH2:15][CH2:14][N:13]([CH2:16][C:17]2[C:18](=[O:23])[NH:19][CH:20]=[CH:21][N:22]=2)[CH2:12][CH2:11]1. The yield is 0.820. (2) The yield is 0.810. The catalyst is O1CCOCC1. The product is [F:37][CH:2]([F:1])[C:3]1[N:7]([C:8]2[N:13]=[C:12]([N:14]3[CH2:15][CH2:16][O:17][CH2:18][CH2:19]3)[N:11]=[C:10]([N:20]3[CH2:21][CH2:22][N:23]([S:26]([CH2:29][CH2:30][N:38]4[CH2:42][CH2:41][CH2:40][CH2:39]4)(=[O:28])=[O:27])[CH2:24][CH2:25]3)[N:9]=2)[C:6]2[CH:31]=[CH:32][CH:33]=[C:34]([O:35][CH3:36])[C:5]=2[N:4]=1. The reactants are [F:1][CH:2]([F:37])[C:3]1[N:7]([C:8]2[N:13]=[C:12]([N:14]3[CH2:19][CH2:18][O:17][CH2:16][CH2:15]3)[N:11]=[C:10]([N:20]3[CH2:25][CH2:24][N:23]([S:26]([CH:29]=[CH2:30])(=[O:28])=[O:27])[CH2:22][CH2:21]3)[N:9]=2)[C:6]2[CH:31]=[CH:32][CH:33]=[C:34]([O:35][CH3:36])[C:5]=2[N:4]=1.[NH:38]1[CH2:42][CH2:41][CH2:40][CH2:39]1. (3) The reactants are [OH:1][C:2]1[CH:11]=[C:10]2[C:5]([C:6]3[CH:16]=[CH:15][C:14]([N+:17]([O-])=O)=[CH:13][C:7]=3[C:8](=[O:12])[O:9]2)=[CH:4][CH:3]=1. The catalyst is CO.[Pd]. The product is [NH2:17][C:14]1[CH:15]=[CH:16][C:6]2[C:5]3[C:10](=[CH:11][C:2]([OH:1])=[CH:3][CH:4]=3)[O:9][C:8](=[O:12])[C:7]=2[CH:13]=1. The yield is 0.960. (4) The reactants are [CH3:1][C:2]1([CH3:9])[C:4]([CH3:6])([CH3:5])[CH:3]1[CH2:7][OH:8].[H-].[Na+].[Cl:12][C:13]1[C:14](F)=[CH:15][C:16]([F:26])=[C:17]([CH:25]=1)[C:18]([NH:20][S:21]([CH3:24])(=[O:23])=[O:22])=[O:19]. The catalyst is CN(C=O)C.O.CCOC(C)=O. The product is [Cl:12][C:13]1[C:14]([O:8][CH2:7][CH:3]2[C:4]([CH3:6])([CH3:5])[C:2]2([CH3:9])[CH3:1])=[CH:15][C:16]([F:26])=[C:17]([CH:25]=1)[C:18]([NH:20][S:21]([CH3:24])(=[O:22])=[O:23])=[O:19]. The yield is 0.250. (5) The reactants are [CH3:1][O:2][C:3](=[O:20])[C:4]1[C:9](B2OC(C)(C)C(C)(C)O2)=[CH:8][CH:7]=[CH:6][C:5]=1[F:19].Cl[C:22]1[N:27]=[CH:26][CH:25]=[CH:24][N:23]=1.C(=O)([O-])[O-].[Na+].[Na+]. The catalyst is O.CC(OC)(C)C. The product is [CH3:1][O:2][C:3](=[O:20])[C:4]1[C:9]([C:22]2[N:27]=[CH:26][CH:25]=[CH:24][N:23]=2)=[CH:8][CH:7]=[CH:6][C:5]=1[F:19]. The yield is 0.300. (6) The reactants are [CH3:1][C:2]1[S:6][C:5]([C:7]([O:9]C)=[O:8])=[CH:4][C:3]=1[C:11]1[N:15]([CH3:16])[N:14]=[CH:13][CH:12]=1.[OH-].[Na+]. The catalyst is O1CCCC1. The product is [CH3:1][C:2]1[S:6][C:5]([C:7]([OH:9])=[O:8])=[CH:4][C:3]=1[C:11]1[N:15]([CH3:16])[N:14]=[CH:13][CH:12]=1. The yield is 0.750. (7) The reactants are FC(F)(F)C(O)=O.[NH2:8][C@H:9]1[C@H:18]([CH2:19][C:20]([O:22][CH3:23])=[O:21])[C:17]2[C:12](=[CH:13][CH:14]=[CH:15][CH:16]=2)[NH:11][C:10]1=[O:24].Cl.CN(C)CCCN=C=NCC.ON1C2N=CC=CC=2N=N1.[Cl:47][C:48]1[CH:49]=[C:50]2[C:54](=[CH:55][CH:56]=1)[NH:53][C:52]([C:57](O)=[O:58])=[CH:51]2.C(N(C(C)C)CC)(C)C. The catalyst is O.CO.CN(C)C=O. The product is [C:20]([CH2:19][C@H:18]1[C:17]2[C:12](=[CH:13][CH:14]=[CH:15][CH:16]=2)[NH:11][C:10](=[O:24])[C@@H:9]1[NH:8][C:57]([C:52]1[NH:53][C:54]2[C:50]([CH:51]=1)=[CH:49][C:48]([Cl:47])=[CH:56][CH:55]=2)=[O:58])([O:22][CH3:23])=[O:21]. The yield is 0.560.